From a dataset of NCI-60 drug combinations with 297,098 pairs across 59 cell lines. Regression. Given two drug SMILES strings and cell line genomic features, predict the synergy score measuring deviation from expected non-interaction effect. (1) Drug 1: COC1=C(C=C2C(=C1)N=CN=C2NC3=CC(=C(C=C3)F)Cl)OCCCN4CCOCC4. Drug 2: C1=NC2=C(N=C(N=C2N1C3C(C(C(O3)CO)O)F)Cl)N. Cell line: UO-31. Synergy scores: CSS=47.0, Synergy_ZIP=-4.15, Synergy_Bliss=0.521, Synergy_Loewe=4.27, Synergy_HSA=5.39. (2) Drug 1: COC1=NC(=NC2=C1N=CN2C3C(C(C(O3)CO)O)O)N. Drug 2: CC(C)(C#N)C1=CC(=CC(=C1)CN2C=NC=N2)C(C)(C)C#N. Cell line: HOP-92. Synergy scores: CSS=30.1, Synergy_ZIP=-2.89, Synergy_Bliss=-0.533, Synergy_Loewe=0.0163, Synergy_HSA=0.191.